Predict the reaction yield, written as a fraction of the theoretical maximum amount of product (1.0 means a 100% yield; for example, 0.34 means a 34% yield). From a dataset of Reaction yield outcomes from USPTO patents with 853,638 reactions. (1) The catalyst is C1(C)C=CC=CC=1. The reactants are [CH3:1][CH2:2][CH2:3][CH:4]([NH:8][C:9]([C:11]1[CH:19]=[CH:18][C:14]2[O:15][CH2:16][O:17][C:13]=2[CH:12]=1)=O)[CH2:5][CH2:6][CH3:7].COC1C=CC(P2(SP(C3C=CC(OC)=CC=3)(=S)S2)=[S:29])=CC=1. The product is [CH3:1][CH2:2][CH2:3][CH:4]([NH:8][C:9]([C:11]1[CH:19]=[CH:18][C:14]2[O:15][CH2:16][O:17][C:13]=2[CH:12]=1)=[S:29])[CH2:5][CH2:6][CH3:7]. The yield is 0.420. (2) The reactants are [NH2:1][C:2]1[CH:3]=[C:4]([CH:21]=[CH:22][C:23]=1[Cl:24])[O:5][C:6]1[CH:7]=[CH:8][C:9]2[N:10]([CH:12]=[C:13]([NH:15][C:16]([CH:18]3[CH2:20][CH2:19]3)=[O:17])[N:14]=2)[N:11]=1.[CH3:25][N:26]1[C:30]([C:31](Cl)=[O:32])=[CH:29][C:28]([CH3:34])=[N:27]1.C(N(CC)CC)C. The catalyst is O1CCCC1. The product is [Cl:24][C:23]1[CH:22]=[CH:21][C:4]([O:5][C:6]2[CH:7]=[CH:8][C:9]3[N:10]([CH:12]=[C:13]([NH:15][C:16]([CH:18]4[CH2:20][CH2:19]4)=[O:17])[N:14]=3)[N:11]=2)=[CH:3][C:2]=1[NH:1][C:31]([C:30]1[N:26]([CH3:25])[N:27]=[C:28]([CH3:34])[CH:29]=1)=[O:32]. The yield is 0.440. (3) The reactants are [CH3:1][Mg+].[Br-].FC(F)(F)S(O[CH2:10][CH:11]1[CH2:20][CH2:19][C:18]2[C:13](=[CH:14][CH:15]=[CH:16][CH:17]=2)[O:12]1)(=O)=O.[NH4+].[Cl-]. The catalyst is C1COCC1.O. The product is [CH2:10]([CH:11]1[CH2:20][CH2:19][C:18]2[C:13](=[CH:14][CH:15]=[CH:16][CH:17]=2)[O:12]1)[CH3:1]. The yield is 0.900. (4) The catalyst is C(#N)C. The reactants are [CH3:1][O:2][C:3]1[CH:13]=[CH:12][C:6]2[CH2:7][CH2:8][NH:9][CH2:10][CH2:11][C:5]=2[CH:4]=1.[F:14][C:15]([F:26])([F:25])[C:16](O[C:19](=[O:24])[C:20]([F:23])([F:22])[F:21])=[O:17].[N+:27]([O-:30])([O-:29])=[O:28].[K+]. The yield is 0.380. The product is [F:14][C:15]([F:26])([F:25])[C:16]([N:9]1[CH2:10][CH2:11][C:5]2[CH:4]=[C:3]([O:2][CH3:1])[C:13]([N+:27]([O-:29])=[O:28])=[CH:12][C:6]=2[CH2:7][CH2:8]1)=[O:17].[F:23][C:20]([F:21])([F:22])[C:19]([N:9]1[CH2:10][CH2:11][C:5]2[C:4]([N+:27]([O-:30])=[O:28])=[C:3]([O:2][CH3:1])[CH:13]=[CH:12][C:6]=2[CH2:7][CH2:8]1)=[O:24]. (5) The reactants are C(OC([N:8]1[CH2:13][CH2:12][C:11]2[N:14]([CH2:27][CH2:28][CH2:29][N:30]3[CH2:35][CH2:34][CH:33]([N:36]4[C:40]5[CH:41]=[CH:42][CH:43]=[CH:44][C:39]=5[N:38]([CH3:45])[C:37]4=[O:46])[CH2:32][CH2:31]3)[N:15]=[C:16]([C:17]3[CH:22]=[CH:21][C:20]([C:23]([F:26])([F:25])[F:24])=[CH:19][CH:18]=3)[C:10]=2[CH2:9]1)=O)(C)(C)C.C(Cl)Cl. The catalyst is FC(F)(F)C(O)=O. The product is [CH3:45][N:38]1[C:39]2[CH:44]=[CH:43][CH:42]=[CH:41][C:40]=2[N:36]([CH:33]2[CH2:34][CH2:35][N:30]([CH2:29][CH2:28][CH2:27][N:14]3[C:11]4[CH2:12][CH2:13][NH:8][CH2:9][C:10]=4[C:16]([C:17]4[CH:18]=[CH:19][C:20]([C:23]([F:25])([F:26])[F:24])=[CH:21][CH:22]=4)=[N:15]3)[CH2:31][CH2:32]2)[C:37]1=[O:46]. The yield is 0.960.